Task: Predict the reactants needed to synthesize the given product.. Dataset: Full USPTO retrosynthesis dataset with 1.9M reactions from patents (1976-2016) (1) Given the product [F:1][C:2]1[C:7]([F:8])=[CH:6][CH:5]=[CH:4][C:3]=1[C@:9]1([CH3:10])[CH:11]=[CH:12][S:28][C:27]([NH2:26])=[N:17]1, predict the reactants needed to synthesize it. The reactants are: [F:1][C:2]1[C:7]([F:8])=[CH:6][CH:5]=[CH:4][C:3]=1[C@@:9]([NH2:17])([CH2:11][CH:12](OC)OC)[CH3:10].C([N:26]=[C:27]=[S:28])(=O)C1C=CC=CC=1.S(=O)(=O)(O)O.[OH-].[Na+]. (2) Given the product [CH3:1][O:2][C:3]([CH:5]1[CH2:9][NH:8][CH:7]2[CH2:20][CH2:21][N:22]([C:23](=[O:39])[CH:24]([NH:31][C:32]([O:34][C:35]([CH3:37])([CH3:36])[CH3:38])=[O:33])[CH:25]3[CH2:30][CH2:29][CH2:28][CH2:27][CH2:26]3)[CH:6]12)=[O:4], predict the reactants needed to synthesize it. The reactants are: [CH3:1][O:2][C:3]([CH:5]1[CH2:9][N:8](C(OCC2C=CC=CC=2)=O)[CH:7]2[CH2:20][CH2:21][N:22]([C:23](=[O:39])[CH:24]([NH:31][C:32]([O:34][C:35]([CH3:38])([CH3:37])[CH3:36])=[O:33])[CH:25]3[CH2:30][CH2:29][CH2:28][CH2:27][CH2:26]3)[CH:6]12)=[O:4]. (3) Given the product [N+:8]([C:5]1[CH:6]=[CH:7][C:2]([N:15]2[CH2:19][CH2:18][CH2:17][CH2:16]2)=[C:3]([NH:11][C:12](=[O:14])[CH3:13])[CH:4]=1)([O-:10])=[O:9], predict the reactants needed to synthesize it. The reactants are: F[C:2]1[CH:7]=[CH:6][C:5]([N+:8]([O-:10])=[O:9])=[CH:4][C:3]=1[NH:11][C:12](=[O:14])[CH3:13].[NH:15]1[CH2:19][CH2:18][CH2:17][CH2:16]1.C(O)(=O)CC(CC(O)=O)(C(O)=O)O. (4) Given the product [F:28][C:26]([F:29])([F:27])[C:25]1[N:21]([C:19]2[CH:18]=[CH:17][CH:16]=[C:15]([C:10]3[CH:11]=[CH:12][CH:13]=[CH:14][C:9]=3[O:8][CH2:7][C:6]3[CH:5]=[CH:4][C:3]([CH2:2][O:1][C:38]4[CH:43]=[CH:42][C:41]([C:44]([F:47])([F:46])[F:45])=[CH:40][CH:39]=4)=[CH:36][CH:35]=3)[N:20]=2)[N:22]=[CH:23][C:24]=1[C:30]([O:32][CH2:33][CH3:34])=[O:31], predict the reactants needed to synthesize it. The reactants are: [OH:1][CH2:2][C:3]1[CH:36]=[CH:35][C:6]([CH2:7][O:8][C:9]2[CH:14]=[CH:13][CH:12]=[CH:11][C:10]=2[C:15]2[N:20]=[C:19]([N:21]3[C:25]([C:26]([F:29])([F:28])[F:27])=[C:24]([C:30]([O:32][CH2:33][CH3:34])=[O:31])[CH:23]=[N:22]3)[CH:18]=[CH:17][CH:16]=2)=[CH:5][CH:4]=1.O[C:38]1[CH:43]=[CH:42][C:41]([C:44]([F:47])([F:46])[F:45])=[CH:40][CH:39]=1.C1(P(C2C=CC=CC=2)C2C=CC=CC=2)C=CC=CC=1.N(C(OC(C)C)=O)=NC(OC(C)C)=O. (5) Given the product [CH3:11][C:8]1[C:4]2=[N:5][CH:6]=[CH:7][C:2]([S:33][C:30]3[CH:29]=[C:28]([O:40][C:41]4[CH:46]=[CH:45][CH:44]=[CH:43][CH:42]=4)[C:27]([NH:26][C:23]4[S:24][CH:25]=[C:21]([CH:18]5[CH2:19][CH2:20][N:15]([C:12](=[O:14])[CH3:13])[CH2:16][CH2:17]5)[N:22]=4)=[N:32][CH:31]=3)=[C:3]2[S:10][CH:9]=1, predict the reactants needed to synthesize it. The reactants are: Cl[C:2]1[CH:7]=[CH:6][N:5]=[C:4]2[C:8]([CH3:11])=[CH:9][S:10][C:3]=12.[C:12]([N:15]1[CH2:20][CH2:19][CH:18]([C:21]2[N:22]=[C:23]([NH:26][C:27]3[N:32]=[CH:31][C:30]([S:33]CCC(OC)=O)=[CH:29][C:28]=3[O:40][C:41]3[CH:46]=[CH:45][CH:44]=[CH:43][CH:42]=3)[S:24][CH:25]=2)[CH2:17][CH2:16]1)(=[O:14])[CH3:13].CC([O-])(C)C.[K+]. (6) Given the product [N:1]1[CH:6]=[CH:5][CH:4]=[CH:3][C:2]=1[CH2:7][NH:9][CH:10]([P:11](=[O:18])([O:12][CH2:13][CH3:14])[O:15][CH2:16][CH3:17])[P:19](=[O:26])([O:23][CH2:24][CH3:25])[O:20][CH2:21][CH3:22], predict the reactants needed to synthesize it. The reactants are: [N:1]1[CH:6]=[CH:5][CH:4]=[CH:3][C:2]=1[CH:7]=O.[NH2:9][CH:10]([P:19](=[O:26])([O:23][CH2:24][CH3:25])[O:20][CH2:21][CH3:22])[P:11](=[O:18])([O:15][CH2:16][CH3:17])[O:12][CH2:13][CH3:14].C1(C)C=CC(S(O)(=O)=O)=CC=1.